This data is from Catalyst prediction with 721,799 reactions and 888 catalyst types from USPTO. The task is: Predict which catalyst facilitates the given reaction. (1) Product: [Br:38][C:20]1[CH:19]=[CH:18][C:17]2[C:16]3[C:12]4[N:11]([C:28]([O:30][C:31]([CH3:32])([CH3:33])[CH3:34])=[O:29])[CH2:10][C@@H:9]([CH3:35])[N:8]([C:6]([O:5][C:1]([CH3:4])([CH3:2])[CH3:3])=[O:7])[C:26](=[O:27])[C:13]=4[S:14][C:15]=3[CH:24]=[CH:23][C:22]=2[N:21]=1. Reactant: [C:1]([O:5][C:6]([N:8]1[C:26](=[O:27])[C:13]2[S:14][C:15]3[CH:24]=[CH:23][C:22]4[N+:21]([O-])=[CH:20][CH:19]=[CH:18][C:17]=4[C:16]=3[C:12]=2[N:11]([C:28]([O:30][C:31]([CH3:34])([CH3:33])[CH3:32])=[O:29])[CH2:10][C@H:9]1[CH3:35])=[O:7])([CH3:4])([CH3:3])[CH3:2].P(Br)(Br)([Br:38])=O. The catalyst class is: 35. (2) The catalyst class is: 2. Reactant: [Cl-].[Al+3].[Cl-].[Cl-].[CH3:5][C:6]1[C:15]2[C:9]([CH:10]=[CH:11][CH:12]=[CH:13][CH:14]=2)=[CH:8][CH:7]=1.[Br:16][C:17]1[CH:18]=[C:19]([CH:23]=[CH:24][CH:25]=1)[C:20](Cl)=[O:21].Cl. Product: [Br:16][C:17]1[CH:18]=[C:19]([C:20]([C:8]2[C:9]3[C:15]([CH:14]=[CH:13][CH:12]=[CH:11][CH:10]=3)=[C:6]([CH3:5])[CH:7]=2)=[O:21])[CH:23]=[CH:24][CH:25]=1. (3) Reactant: [C:1]([C@@H:3]([NH:22][C:23]([C:25]1([NH:31]C(=O)OC(C)(C)C)[CH2:30][CH2:29][O:28][CH2:27][CH2:26]1)=[O:24])[CH2:4][C:5]1[CH:10]=[CH:9][C:8]([C:11]2[CH:12]=[C:13]3[CH2:19][N:18]([CH3:20])[C:17](=[O:21])[C:14]3=[N:15][CH:16]=2)=[CH:7][CH:6]=1)#[N:2].C(O)=O.C(#N)C. Product: [NH2:31][C:25]1([C:23]([NH:22][C@H:3]([C:1]#[N:2])[CH2:4][C:5]2[CH:6]=[CH:7][C:8]([C:11]3[CH:12]=[C:13]4[CH2:19][N:18]([CH3:20])[C:17](=[O:21])[C:14]4=[N:15][CH:16]=3)=[CH:9][CH:10]=2)=[O:24])[CH2:26][CH2:27][O:28][CH2:29][CH2:30]1. The catalyst class is: 24. (4) Reactant: [CH3:1][C:2]1[CH:3]=[CH:4][C:5]([O:15][CH2:16][C:17]2[CH:22]=[CH:21][C:20]([F:23])=[CH:19][CH:18]=2)=[C:6]([C:8](=O)[CH2:9][CH2:10][C:11](=O)[CH3:12])[CH:7]=1.[NH2:24][C:25]1[CH:26]=[C:27]([C:35]([OH:37])=[O:36])[C:28]2[C:33]([CH:34]=1)=[CH:32][CH:31]=[CH:30][CH:29]=2.CC1C=CC(S(O)(=O)=O)=CC=1. Product: [CH3:1][C:2]1[CH:3]=[CH:4][C:5]([O:15][CH2:16][C:17]2[CH:22]=[CH:21][C:20]([F:23])=[CH:19][CH:18]=2)=[C:6]([C:8]2[N:24]([C:25]3[CH:26]=[C:27]([C:35]([OH:37])=[O:36])[C:28]4[C:33]([CH:34]=3)=[CH:32][CH:31]=[CH:30][CH:29]=4)[C:11]([CH3:12])=[CH:10][CH:9]=2)[CH:7]=1. The catalyst class is: 296.